Dataset: Full USPTO retrosynthesis dataset with 1.9M reactions from patents (1976-2016). Task: Predict the reactants needed to synthesize the given product. Given the product [C:16]1([C:14]([C:8]2[CH:7]=[C:6]3[C:11]([CH2:12][CH2:13][NH:4][CH2:5]3)=[CH:10][CH:9]=2)=[O:15])[CH:17]=[CH:18][CH:19]=[CH:20][CH:21]=1, predict the reactants needed to synthesize it. The reactants are: C([N:4]1[CH2:13][CH2:12][C:11]2[C:6](=[CH:7][C:8]([C:14]([C:16]3[CH:21]=[CH:20][CH:19]=[CH:18][CH:17]=3)=[O:15])=[CH:9][CH:10]=2)[CH2:5]1)(=O)C.